Dataset: TCR-epitope binding with 47,182 pairs between 192 epitopes and 23,139 TCRs. Task: Binary Classification. Given a T-cell receptor sequence (or CDR3 region) and an epitope sequence, predict whether binding occurs between them. (1) The epitope is QECVRGTTVL. The TCR CDR3 sequence is CASSFGTNYGYTF. Result: 1 (the TCR binds to the epitope). (2) Result: 1 (the TCR binds to the epitope). The TCR CDR3 sequence is CASSYQTGTGTYGYTF. The epitope is FLKEKGGL. (3) The TCR CDR3 sequence is CSARDWDYEQYF. The epitope is TPRVTGGGAM. Result: 0 (the TCR does not bind to the epitope). (4) The epitope is WICLLQFAY. The TCR CDR3 sequence is CASSYSTSARVNGYTF. Result: 1 (the TCR binds to the epitope). (5) The epitope is RPHERNGFTVL. The TCR CDR3 sequence is CASSPARNTEAFF. Result: 1 (the TCR binds to the epitope). (6) The epitope is KLWAQCVQL. The TCR CDR3 sequence is CASATRGDAKNIQYF. Result: 1 (the TCR binds to the epitope). (7) The epitope is GLCTLVAML. The TCR CDR3 sequence is CASSGMTGRETGELFF. Result: 0 (the TCR does not bind to the epitope). (8) The epitope is SEISMDNSPNL. The TCR CDR3 sequence is CARNPLEDTGELFF. Result: 1 (the TCR binds to the epitope). (9) The epitope is FPRPWLHGL. The TCR CDR3 sequence is CASSSRGYNEQFF. Result: 0 (the TCR does not bind to the epitope). (10) The epitope is VLWAHGFEL. The TCR CDR3 sequence is CASSYLSADHVEQFF. Result: 0 (the TCR does not bind to the epitope).